Dataset: Catalyst prediction with 721,799 reactions and 888 catalyst types from USPTO. Task: Predict which catalyst facilitates the given reaction. (1) Reactant: [CH3:1][O:2][CH2:3][C:4]1[N:9]=[C:8]([C:10]2[CH:15]=[CH:14][CH:13]=[CH:12][C:11]=2[O:16]CC2C=CC=CC=2)[N:7]([CH2:24][CH2:25][C:26]2[CH:31]=[CH:30][CH:29]=[CH:28][CH:27]=2)[C:6](=[O:32])[C:5]=1[CH:33]=[C:34]([CH3:36])[CH3:35]. Product: [OH:16][C:11]1[CH:12]=[CH:13][CH:14]=[CH:15][C:10]=1[C:8]1[N:7]([CH2:24][CH2:25][C:26]2[CH:27]=[CH:28][CH:29]=[CH:30][CH:31]=2)[C:6](=[O:32])[C:5]([CH2:33][CH:34]([CH3:36])[CH3:35])=[C:4]([CH2:3][O:2][CH3:1])[N:9]=1. The catalyst class is: 285. (2) Reactant: [CH3:1][Si:2]([CH3:22])([C:18]([CH3:21])([CH3:20])[CH3:19])[O:3][CH2:4][CH2:5]/[C:6](/[N+:15]([O-:17])=[O:16])=[CH:7]/[C:8]1[N:13]=[CH:12][C:11]([CH3:14])=[CH:10][N:9]=1.[BH4-].[Na+].O. Product: [CH3:22][Si:2]([CH3:1])([C:18]([CH3:20])([CH3:19])[CH3:21])[O:3][CH2:4][CH2:5][CH:6]([N+:15]([O-:17])=[O:16])[CH2:7][C:8]1[N:13]=[CH:12][C:11]([CH3:14])=[CH:10][N:9]=1. The catalyst class is: 5.